Task: Regression. Given a peptide amino acid sequence and an MHC pseudo amino acid sequence, predict their binding affinity value. This is MHC class I binding data.. Dataset: Peptide-MHC class I binding affinity with 185,985 pairs from IEDB/IMGT The peptide sequence is MTRGLLGSY. The MHC is HLA-A02:03 with pseudo-sequence HLA-A02:03. The binding affinity (normalized) is 0.0847.